From a dataset of Forward reaction prediction with 1.9M reactions from USPTO patents (1976-2016). Predict the product of the given reaction. Given the reactants Br[C:2]1[CH:7]=[CH:6][C:5]([N:8]([C:19]2[CH:24]=[CH:23][CH:22]=[CH:21][CH:20]=2)[C:9]2[C:18]3[C:13](=[CH:14][CH:15]=[CH:16][CH:17]=3)[CH:12]=[CH:11][CH:10]=2)=[CH:4][CH:3]=1.[B:25]1([B:25]2[O:29][C:28]([CH3:31])([CH3:30])[C:27]([CH3:33])([CH3:32])[O:26]2)[O:29][C:28]([CH3:31])([CH3:30])[C:27]([CH3:33])([CH3:32])[O:26]1.C([O-])(=O)C.[K+], predict the reaction product. The product is: [C:19]1([N:8]([C:5]2[CH:6]=[CH:7][C:2]([B:25]3[O:29][C:28]([CH3:31])([CH3:30])[C:27]([CH3:33])([CH3:32])[O:26]3)=[CH:3][CH:4]=2)[C:9]2[C:18]3[C:13](=[CH:14][CH:15]=[CH:16][CH:17]=3)[CH:12]=[CH:11][CH:10]=2)[CH:24]=[CH:23][CH:22]=[CH:21][CH:20]=1.